From a dataset of Forward reaction prediction with 1.9M reactions from USPTO patents (1976-2016). Predict the product of the given reaction. Given the reactants [CH3:1][O:2][C:3]1[CH:11]=[CH:10][C:6]([C:7]([OH:9])=[O:8])=[C:5]([CH3:12])[CH:4]=1.[C:13](=O)([O:16]C)[O:14]C.[Li+].CC([N-]C(C)C)C, predict the reaction product. The product is: [C:13]([CH2:12][C:5]1[CH:4]=[C:3]([O:2][CH3:1])[CH:11]=[CH:10][C:6]=1[C:7]([OH:9])=[O:8])([OH:16])=[O:14].